Dataset: Retrosynthesis with 50K atom-mapped reactions and 10 reaction types from USPTO. Task: Predict the reactants needed to synthesize the given product. (1) Given the product COc1cc2c(Oc3ccc(Cl)cc3F)ncnc2cc1C=CC(=O)O, predict the reactants needed to synthesize it. The reactants are: COc1cc2c(Oc3ccc(Cl)cc3F)ncnc2cc1C=CC(=O)OC(C)(C)C. (2) The reactants are: CC(C)(C)C(=O)OCn1ccc2c(-c3cnn([C@H](CC=O)C4CCCC4)c3)cnnc21. Given the product CC(C)(C)C(=O)OCn1ccc2c(-c3cnn([C@H](CCO)C4CCCC4)c3)cnnc21, predict the reactants needed to synthesize it. (3) The reactants are: C1CNCCN1.CS(=O)(=O)OCCc1cccc(N2C(=O)N(c3ccc(Cl)cc3Cl)Cc3cnc(Nc4ccccc4)nc32)c1. Given the product O=C1N(c2ccc(Cl)cc2Cl)Cc2cnc(Nc3ccccc3)nc2N1c1cccc(CCN2CCNCC2)c1, predict the reactants needed to synthesize it. (4) Given the product COc1ccc(Nc2ccn(C)n2)nc1, predict the reactants needed to synthesize it. The reactants are: COc1ccc(Br)nc1.Cn1ccc(N)n1. (5) The reactants are: CCCC[Sn](CCCC)(CCCC)c1cncs1.N#Cc1cc(I)ccc1F. Given the product N#Cc1cc(-c2cncs2)ccc1F, predict the reactants needed to synthesize it. (6) The reactants are: COc1ccc(C(C(N)=O)(C(C)C)N2C(=O)C(NC(=O)Nc3cccc(C(=O)OC(C)(C)C)c3)C(=O)N(c3cccnc3)c3cc(F)ccc32)cc1. Given the product COc1ccc(C(C(N)=O)(C(C)C)N2C(=O)C(NC(=O)Nc3cccc(C(=O)O)c3)C(=O)N(c3cccnc3)c3cc(F)ccc32)cc1, predict the reactants needed to synthesize it. (7) Given the product CS(=O)(=O)CCNC(=O)c1ccc(-c2ccc3ncnc(Nc4ccc(OCc5ccccc5)cc4)c3c2)o1, predict the reactants needed to synthesize it. The reactants are: CS(=O)(=O)CCN.O=C(O)c1ccc(-c2ccc3ncnc(Nc4ccc(OCc5ccccc5)cc4)c3c2)o1.